Dataset: Full USPTO retrosynthesis dataset with 1.9M reactions from patents (1976-2016). Task: Predict the reactants needed to synthesize the given product. (1) Given the product [NH:11]1[CH2:10][CH:9]([O:5][C:3]2[CH:2]=[CH:12][CH:9]=[CH:10][N:11]=2)[CH2:12]1, predict the reactants needed to synthesize it. The reactants are: F[C:2](F)(F)[C:3]([OH:5])=O.O[CH:9]1[CH2:12][N:11](C(OC(C)(C)C)=O)[CH2:10]1. (2) Given the product [CH3:1][C:2]1[CH:3]=[CH:4][C:5]([I:11])=[C:6]([CH:10]=1)[C:7]([Cl:14])=[O:8], predict the reactants needed to synthesize it. The reactants are: [CH3:1][C:2]1[CH:3]=[CH:4][C:5]([I:11])=[C:6]([CH:10]=1)[C:7](O)=[O:8].O=S(Cl)[Cl:14]. (3) Given the product [F:14][C:9]1[CH:8]=[C:7]([C:3]2([OH:6])[CH2:4][N:23]([CH:20]([CH3:22])[CH3:21])[CH2:2]2)[CH:12]=[CH:11][C:10]=1[F:13], predict the reactants needed to synthesize it. The reactants are: Cl[CH2:2][C:3]([C:7]1[CH:12]=[CH:11][C:10]([F:13])=[C:9]([F:14])[CH:8]=1)([OH:6])[CH2:4]Cl.C(=O)(O)[O-].[Na+].[CH:20]([NH2:23])([CH3:22])[CH3:21]. (4) Given the product [NH2:37][C:36](=[N:38][C:56](=[O:55])[C:57]1[CH:62]=[CH:61][CH:60]=[CH:59][CH:58]=1)[C:35]1[CH:34]=[CH:33][C:32]([NH:31][C@H:18]([C:7]2[CH:8]=[C:9]([O:16][CH3:17])[CH:10]=[C:11]([O:12][CH2:13][CH2:14][OH:15])[C:6]=2[F:5])[C:19]2[NH:23][C:22](=[O:24])[N:21]([C:25]3[N:26]=[CH:27][CH:28]=[CH:29][N:30]=3)[N:20]=2)=[CH:40][CH:39]=1, predict the reactants needed to synthesize it. The reactants are: C(O)(=O)C.[F:5][C:6]1[C:11]([O:12][CH2:13][CH2:14][OH:15])=[CH:10][C:9]([O:16][CH3:17])=[CH:8][C:7]=1[C@@H:18]([NH:31][C:32]1[CH:40]=[CH:39][C:35]([C:36]([NH2:38])=[NH:37])=[CH:34][CH:33]=1)[C:19]1[NH:23][C:22](=[O:24])[N:21]([C:25]2[N:30]=[CH:29][CH:28]=[CH:27][N:26]=2)[N:20]=1.CN(C=O)C.[N+](C1C=CC([O:55][C:56](=O)[C:57]2[CH:62]=[CH:61][CH:60]=[CH:59][CH:58]=2)=CC=1)([O-])=O.C(N(CC)CC)C. (5) Given the product [CH:30]1[C:31]2[CH:32]=[CH:33][CH:34]=[C:25]([S:22]([N:18]3[CH2:19][CH2:20][CH2:21][CH:16]([C:14]4[CH:15]=[C:10]([CH:5]([CH2:6][CH:7]([CH3:9])[CH3:8])[C:4]([OH:45])=[O:3])[CH:11]=[C:12]([C:35]5[CH:40]=[CH:39][C:38]([C:41]([F:42])([F:43])[F:44])=[CH:37][CH:36]=5)[CH:13]=4)[CH2:17]3)(=[O:24])=[O:23])[C:26]=2[CH:27]=[CH:28][N:29]=1, predict the reactants needed to synthesize it. The reactants are: C([O:3][C:4](=[O:45])[CH:5]([C:10]1[CH:11]=[C:12]([C:35]2[CH:40]=[CH:39][C:38]([C:41]([F:44])([F:43])[F:42])=[CH:37][CH:36]=2)[CH:13]=[C:14]([CH:16]2[CH2:21][CH2:20][CH2:19][N:18]([S:22]([C:25]3[C:26]4[CH:27]=[CH:28][N:29]=[CH:30][C:31]=4[CH:32]=[CH:33][CH:34]=3)(=[O:24])=[O:23])[CH2:17]2)[CH:15]=1)[CH2:6][CH:7]([CH3:9])[CH3:8])C.[OH-].[K+]. (6) Given the product [ClH:1].[C:29]([CH2:28][CH2:27][N:26]1[C:22](/[CH:21]=[C:16]2\[CH2:15][N:14]([CH:6]([C:7]3[CH:12]=[CH:11][CH:10]=[CH:9][C:8]=3[F:13])[C:5]([CH:2]3[CH2:4][CH2:3]3)=[O:34])[CH2:19][CH2:18][CH:17]\2[SH:20])=[CH:23][N:24]=[N:25]1)([OH:31])=[O:30], predict the reactants needed to synthesize it. The reactants are: [ClH:1].[CH:2]1([C:5](=[O:34])[CH:6]([N:14]2[CH2:19][CH2:18][CH:17]([SH:20])/[C:16](=[CH:21]/[C:22]3[N:26]([CH2:27][CH2:28][C:29]([O:31]CC)=[O:30])[N:25]=[N:24][CH:23]=3)/[CH2:15]2)[C:7]2[CH:12]=[CH:11][CH:10]=[CH:9][C:8]=2[F:13])[CH2:4][CH2:3]1.Cl.